Dataset: Forward reaction prediction with 1.9M reactions from USPTO patents (1976-2016). Task: Predict the product of the given reaction. (1) Given the reactants [OH-].[K+].[CH3:3][C:4]([CH2:19][CH2:20][CH:21]=[C:22]([CH3:24])[CH3:23])=[CH:5][CH2:6][O:7][C:8]1[CH:13]=[CH:12][C:11]([CH2:14][C:15]([O:17]C)=[O:16])=[CH:10][CH:9]=1.Cl, predict the reaction product. The product is: [CH3:3][C:4]([CH2:19][CH2:20][CH:21]=[C:22]([CH3:24])[CH3:23])=[CH:5][CH2:6][O:7][C:8]1[CH:13]=[CH:12][C:11]([CH2:14][C:15]([OH:17])=[O:16])=[CH:10][CH:9]=1. (2) Given the reactants [CH:1]1([CH2:7][N:8]2[CH2:12][CH:11]([CH2:13]OS(C3C=CC(C)=CC=3)(=O)=O)[O:10][C:9]2=[O:25])[CH2:6][CH2:5][CH2:4][CH2:3][CH2:2]1.[C:26]1([CH:32]([N:39]2[CH2:44][CH2:43][NH:42][CH2:41][CH2:40]2)[C:33]2[CH:38]=[CH:37][CH:36]=[CH:35][CH:34]=2)[CH:31]=[CH:30][CH:29]=[CH:28][CH:27]=1.C(N(CC)CC)C, predict the reaction product. The product is: [CH:32]([N:39]1[CH2:44][CH2:43][N:42]([CH2:13][CH:11]2[O:10][C:9](=[O:25])[N:8]([CH2:7][CH:1]3[CH2:2][CH2:3][CH2:4][CH2:5][CH2:6]3)[CH2:12]2)[CH2:41][CH2:40]1)([C:33]1[CH:38]=[CH:37][CH:36]=[CH:35][CH:34]=1)[C:26]1[CH:31]=[CH:30][CH:29]=[CH:28][CH:27]=1.